This data is from Forward reaction prediction with 1.9M reactions from USPTO patents (1976-2016). The task is: Predict the product of the given reaction. (1) Given the reactants CO[C:3]1[CH:4]=[CH:5][C:6]2[O:10][C:9](C3C=CC=C(C(F)(F)F)C=3)=[N:8][C:7]=2[CH:21]=1.B(Br)(Br)Br, predict the reaction product. The product is: [O:10]1[C:6]2[CH:5]=[CH:4][CH:3]=[CH:21][C:7]=2[N:8]=[CH:9]1. (2) Given the reactants [Cl:1][C:2]1[CH:7]=[CH:6][CH:5]=[CH:4][C:3]=1[CH2:8][N:9]1[CH2:15][CH2:14][CH2:13][NH:12][CH2:11][CH2:10]1.Cl[C:17]1[CH:18]=[CH:19][C:20]2[N:21]([C:23]([C:26]([F:29])([F:28])[F:27])=[N:24][N:25]=2)[N:22]=1, predict the reaction product. The product is: [Cl:1][C:2]1[CH:7]=[CH:6][CH:5]=[CH:4][C:3]=1[CH2:8][N:9]1[CH2:15][CH2:14][CH2:13][N:12]([C:17]2[CH:18]=[CH:19][C:20]3[N:21]([C:23]([C:26]([F:27])([F:29])[F:28])=[N:24][N:25]=3)[N:22]=2)[CH2:11][CH2:10]1. (3) Given the reactants [CH2:1]([C:4]1([C:17]2[CH:22]=[CH:21][C:20]([F:23])=[CH:19][CH:18]=2)[O:9][C:8](=[O:10])[N:7]([C@H:11]([C:13]([CH3:16])([CH3:15])[CH3:14])[CH3:12])[CH2:6][CH2:5]1)[CH:2]=C.[O:24]=[O+][O-].[BH4-].[Na+], predict the reaction product. The product is: [CH3:14][C:13]([CH3:15])([CH3:16])[C@@H:11]([N:7]1[CH2:6][CH2:5][C:4]([C:17]2[CH:22]=[CH:21][C:20]([F:23])=[CH:19][CH:18]=2)([CH2:1][CH2:2][OH:24])[O:9][C:8]1=[O:10])[CH3:12]. (4) Given the reactants [Cl:1][CH2:2][C:3](Cl)=[O:4].[NH2:6][C@H:7]([CH2:10][C:11]1[CH:16]=[CH:15][CH:14]=[C:13]([I:17])[CH:12]=1)[CH2:8][OH:9].CCN(CC)CC, predict the reaction product. The product is: [Cl:1][CH2:2][C:3]([NH:6][C@@H:7]([CH2:8][OH:9])[CH2:10][C:11]1[CH:16]=[CH:15][CH:14]=[C:13]([I:17])[CH:12]=1)=[O:4]. (5) Given the reactants NC1N=C(C)C2C(=NO)CC(C3C=CC=CC=3C3C=CC=CC=3)CC=2N=1.Cl.ClCC[CH:31]1[O:36][CH2:35][CH2:34][NH:33][CH2:32]1.[H-].[Na+].CN(C)C[CH2:42][CH2:43][O:44][N:45]=[C:46]1[CH2:55][CH:54]([C:56]2[CH:61]=[C:60](F)[CH:59]=[CH:58][C:57]=2[C:63]2[CH:68]=[CH:67][CH:66]=[CH:65][CH:64]=2)[CH2:53][C:52]2[N:51]=[C:50]([NH2:69])[N:49]=[C:48]([CH3:70])[C:47]1=2, predict the reaction product. The product is: [N:33]1([CH2:42][CH2:43][O:44][N:45]=[C:46]2[CH2:55][CH:54]([C:56]3[CH:61]=[CH:60][CH:59]=[CH:58][C:57]=3[C:63]3[CH:68]=[CH:67][CH:66]=[CH:65][CH:64]=3)[CH2:53][C:52]3[N:51]=[C:50]([NH2:69])[N:49]=[C:48]([CH3:70])[C:47]2=3)[CH2:32][CH2:31][O:36][CH2:35][CH2:34]1. (6) Given the reactants [F:1][C:2]([F:27])([F:26])[C:3]1[CH:8]=[CH:7][C:6]([S:9]([N:12]2[CH2:17][CH2:16][O:15][C:14]3[N:18]=[CH:19][C:20]([C:22](OC)=[O:23])=[CH:21][C:13]2=3)(=[O:11])=[O:10])=[CH:5][CH:4]=1.[NH3:28], predict the reaction product. The product is: [F:1][C:2]([F:27])([F:26])[C:3]1[CH:8]=[CH:7][C:6]([S:9]([N:12]2[CH2:17][CH2:16][O:15][C:14]3[N:18]=[CH:19][C:20]([C:22]([NH2:28])=[O:23])=[CH:21][C:13]2=3)(=[O:10])=[O:11])=[CH:5][CH:4]=1. (7) Given the reactants [CH3:1][O:2][C:3]1[C:12]2[C:7](=[CH:8][CH:9]=[CH:10][CH:11]=2)[C:6]([NH:13]S(C2SC=CC=2)(=O)=O)=[CH:5][C:4]=1[S:22][CH2:23][C:24](OC)=[O:25].[Br:28][C:29]1[CH:34]=[CH:33][C:32]([S:35](Cl)(=[O:37])=[O:36])=[CH:31][CH:30]=1, predict the reaction product. The product is: [Br:28][C:29]1[CH:34]=[CH:33][C:32]([S:35]([NH:13][C:6]2[C:7]3[C:12](=[CH:11][CH:10]=[CH:9][CH:8]=3)[C:3]([O:2][CH3:1])=[C:4]([S:22][CH2:23][CH2:24][OH:25])[CH:5]=2)(=[O:37])=[O:36])=[CH:31][CH:30]=1. (8) Given the reactants [C:1]([O:5][C:6]([C@@:8]1([CH2:22][CH2:23][CH2:24][O:25][Si:26]([C:29]([CH3:32])([CH3:31])[CH3:30])([CH3:28])[CH3:27])[CH2:12][C:11](=[O:13])[N:10]([C@@H:14]([C:16]2[CH:21]=[CH:20][CH:19]=[CH:18][CH:17]=2)[CH3:15])[CH2:9]1)=[O:7])([CH3:4])([CH3:3])[CH3:2].C[Si](C)(C)[N-][Si](C)(C)C.[Li+].C1C=CC(S(N(S(C2C=CC=CC=2)(=O)=O)[F:53])(=O)=O)=CC=1, predict the reaction product. The product is: [C:1]([O:5][C:6]([C@@:8]1([CH2:22][CH2:23][CH2:24][O:25][Si:26]([C:29]([CH3:31])([CH3:30])[CH3:32])([CH3:28])[CH3:27])[CH:12]([F:53])[C:11](=[O:13])[N:10]([C@@H:14]([C:16]2[CH:17]=[CH:18][CH:19]=[CH:20][CH:21]=2)[CH3:15])[CH2:9]1)=[O:7])([CH3:4])([CH3:3])[CH3:2]. (9) Given the reactants [Br:1][C:2]1[CH:10]=[C:9]([N+:11]([O-:13])=[O:12])[CH:8]=[CH:7][C:3]=1[C:4]([OH:6])=[O:5].C(OC(O[C:17]([CH3:20])([CH3:19])[CH3:18])=O)(O[C:17]([CH3:20])([CH3:19])[CH3:18])=O.O, predict the reaction product. The product is: [Br:1][C:2]1[CH:10]=[C:9]([N+:11]([O-:13])=[O:12])[CH:8]=[CH:7][C:3]=1[C:4]([O:6][C:17]([CH3:20])([CH3:19])[CH3:18])=[O:5].